From a dataset of Peptide-MHC class II binding affinity with 134,281 pairs from IEDB. Regression. Given a peptide amino acid sequence and an MHC pseudo amino acid sequence, predict their binding affinity value. This is MHC class II binding data. (1) The peptide sequence is SAHCIGITDRDFIEG. The MHC is HLA-DQA10501-DQB10402 with pseudo-sequence HLA-DQA10501-DQB10402. The binding affinity (normalized) is 0. (2) The peptide sequence is YDKFLANVSTVGTGK. The MHC is DRB1_1302 with pseudo-sequence DRB1_1302. The binding affinity (normalized) is 0.595. (3) The peptide sequence is EHYTVLFSDLANSHQ. The MHC is DRB1_1501 with pseudo-sequence DRB1_1501. The binding affinity (normalized) is 0.371. (4) The peptide sequence is VHQVFGGAFRSLFGGMSW. The MHC is DRB1_0405 with pseudo-sequence DRB1_0405. The binding affinity (normalized) is 0.373. (5) The MHC is DRB3_0101 with pseudo-sequence DRB3_0101. The peptide sequence is KEEHSSTWHYDDENPYK. The binding affinity (normalized) is 0.738. (6) The MHC is HLA-DQA10301-DQB10302 with pseudo-sequence HLA-DQA10301-DQB10302. The peptide sequence is YLTFLPSADEIYDCKV. The binding affinity (normalized) is 0.498. (7) The peptide sequence is MIEEGDIHWQIISSE. The MHC is HLA-DQA10401-DQB10402 with pseudo-sequence HLA-DQA10401-DQB10402. The binding affinity (normalized) is 0.452.